This data is from Catalyst prediction with 721,799 reactions and 888 catalyst types from USPTO. The task is: Predict which catalyst facilitates the given reaction. Reactant: [Mg].Br[C:3]1[CH:8]=[CH:7][C:6]([C:9]2[CH:14]=[C:13]([Cl:15])[CH:12]=[CH:11][C:10]=2[CH:16]=[CH2:17])=[CH:5][CH:4]=1.[O:18]=[C:19]1[CH2:23][N:22]([C:24]([O:26][CH2:27][CH2:28][Si:29]([CH3:32])([CH3:31])[CH3:30])=[O:25])[C@H:21]([C:33]([O:35][CH3:36])=[O:34])[CH2:20]1. Product: [Cl:15][C:13]1[CH:12]=[CH:11][C:10]([CH:16]=[CH2:17])=[C:9]([C:6]2[CH:7]=[CH:8][C:3]([C@@:19]3([OH:18])[CH2:23][N:22]([C:24]([O:26][CH2:27][CH2:28][Si:29]([CH3:32])([CH3:30])[CH3:31])=[O:25])[C@H:21]([C:33]([O:35][CH3:36])=[O:34])[CH2:20]3)=[CH:4][CH:5]=2)[CH:14]=1. The catalyst class is: 76.